Dataset: Forward reaction prediction with 1.9M reactions from USPTO patents (1976-2016). Task: Predict the product of the given reaction. (1) The product is: [CH3:1][O:2][C:3]1[CH:11]=[C:10]2[C:6]([C:7]([CH2:18][C:19]3[N:24]=[C:23]([C:25]4[NH:26][S:35](=[O:36])[O:28][N:27]=4)[CH:22]=[CH:21][CH:20]=3)=[C:8]([C:12]3[CH:13]=[CH:14][CH:15]=[CH:16][CH:17]=3)[NH:9]2)=[CH:5][CH:4]=1. Given the reactants [CH3:1][O:2][C:3]1[CH:11]=[C:10]2[C:6]([C:7]([CH2:18][C:19]3[N:24]=[C:23]([C:25](=[N:27][OH:28])[NH2:26])[CH:22]=[CH:21][CH:20]=3)=[C:8]([C:12]3[CH:17]=[CH:16][CH:15]=[CH:14][CH:13]=3)[NH:9]2)=[CH:5][CH:4]=1.N1C=CC=CC=1.[S:35](Cl)(Cl)=[O:36].O, predict the reaction product. (2) Given the reactants [C:1]1([CH3:12])[CH:6]=[C:5]([CH3:7])[CH:4]=[C:3]([CH3:8])[C:2]=1[CH2:9][CH:10]=O.Br[Si](C)(C)C.[NH2:18][C:19]1[N:24]=[C:23]([OH:25])[CH:22]=[C:21]([NH:26][CH3:27])[N:20]=1, predict the reaction product. The product is: [NH2:18][C:19]1[NH:24][C:23](=[O:25])[C:22]2[C:9]([C:2]3[C:3]([CH3:8])=[CH:4][C:5]([CH3:7])=[CH:6][C:1]=3[CH3:12])=[CH:10][N:26]([CH3:27])[C:21]=2[N:20]=1. (3) Given the reactants [C:1]([O:5][C:6]([NH:8][C@@H:9]([CH2:20][CH2:21][OH:22])[C:10]([O:12][CH2:13][C:14]1[CH:19]=[CH:18][CH:17]=[CH:16][CH:15]=1)=[O:11])=[O:7])([CH3:4])([CH3:3])[CH3:2].F[B-](F)(F)F.[S:28]1[C:32]2[CH:33]=[CH:34][CH:35]=[CH:36][C:31]=2[S:30][CH+:29]1.N1C=CC=CC=1.C(N(CC)CC)C, predict the reaction product. The product is: [S:28]1[C:32]2[CH:33]=[CH:34][CH:35]=[CH:36][C:31]=2[S:30][CH:29]1[O:22][CH2:21][CH2:20][C@H:9]([NH:8][C:6]([O:5][C:1]([CH3:4])([CH3:3])[CH3:2])=[O:7])[C:10]([O:12][CH2:13][C:14]1[CH:15]=[CH:16][CH:17]=[CH:18][CH:19]=1)=[O:11]. (4) Given the reactants [CH2:1]=[C:2]([C:4]1[CH:5]=[N:6][CH:7]=[C:8]([CH:12]=1)[C:9]([OH:11])=O)[CH3:3].CCN=C=NCCCN(C)C.C1C=CC2N(O)N=NC=2C=1.[NH2:34][CH2:35][C@@H:36]([OH:53])[C@@H:37]([NH:45][C:46](=[O:52])[O:47][C:48]([CH3:51])([CH3:50])[CH3:49])[CH2:38][C:39]1[CH:44]=[CH:43][CH:42]=[CH:41][CH:40]=1.CCN(C(C)C)C(C)C, predict the reaction product. The product is: [OH:53][C@H:36]([CH2:35][NH:34][C:9](=[O:11])[C:8]1[CH:12]=[C:4]([C:2]([CH3:3])=[CH2:1])[CH:5]=[N:6][CH:7]=1)[C@@H:37]([NH:45][C:46](=[O:52])[O:47][C:48]([CH3:51])([CH3:49])[CH3:50])[CH2:38][C:39]1[CH:44]=[CH:43][CH:42]=[CH:41][CH:40]=1. (5) Given the reactants Br[C:2]1[N:3]([CH:17]([CH3:19])[CH3:18])[C:4]2[CH:5]=[C:6]([Cl:16])[CH:7]=[C:8]([C:12]([O:14][CH3:15])=[O:13])[C:9]=2[C:10]=1[CH3:11].[CH3:20]B1OB(C)OB(C)O1.C(=O)([O-])[O-].[K+].[K+], predict the reaction product. The product is: [Cl:16][C:6]1[CH:7]=[C:8]([C:12]([O:14][CH3:15])=[O:13])[C:9]2[C:10]([CH3:11])=[C:2]([CH3:20])[N:3]([CH:17]([CH3:19])[CH3:18])[C:4]=2[CH:5]=1. (6) Given the reactants [F:1][C:2]1[C:7]([CH2:8]O)=[C:6]([F:10])[CH:5]=[CH:4][C:3]=1[OH:11].P(Br)(Br)[Br:13], predict the reaction product. The product is: [Br:13][CH2:8][C:7]1[C:2]([F:1])=[C:3]([OH:11])[CH:4]=[CH:5][C:6]=1[F:10]. (7) Given the reactants [Cl:1][C:2]1[CH:7]=[C:6]([F:8])[CH:5]=[CH:4][C:3]=1[C@H:9]1[C:14]([C:15]([O:17][CH2:18][CH3:19])=[O:16])=[C:13]([CH3:20])[NH:12][C:11]([C:21]2[S:22][CH:23]=[CH:24][N:25]=2)=[N:10]1.C1C(=O)N([Br:33])C(=O)C1, predict the reaction product. The product is: [Br:33][CH2:20][C:13]1[NH:12][C:11]([C:21]2[S:22][CH:23]=[CH:24][N:25]=2)=[N:10][C@@H:9]([C:3]2[CH:4]=[CH:5][C:6]([F:8])=[CH:7][C:2]=2[Cl:1])[C:14]=1[C:15]([O:17][CH2:18][CH3:19])=[O:16]. (8) Given the reactants [O:1]1[CH2:6][CH2:5][O:4]CC1.N([CH:11]([CH3:13])[CH3:12])C(C)C.Br[C:15]1[CH:20]=[CH:19][C:18]([C:21]([C:23]([C:25]2[CH:30]=[CH:29][C:28](Br)=[CH:27][CH:26]=2)=O)=O)=[CH:17][CH:16]=1.[C:32]([C:34]1[CH:39]=[CH:38][C:37]([C:40]([F:43])([F:42])[F:41])=[CH:36][CH:35]=1)#[CH:33], predict the reaction product. The product is: [F:41][C:40]([F:43])([F:42])[C:15]1[CH:20]=[CH:19][C:18]([C:21]#[C:23][C:25]2[CH:30]=[CH:29][C:28]([C:5](=[O:4])[C:6]([C:12]3[CH:11]=[CH:13][C:34]([C:33]#[C:32][C:34]4[CH:39]=[CH:38][C:37]([C:40]([F:41])([F:42])[F:43])=[CH:36][CH:35]=4)=[CH:32][CH:33]=3)=[O:1])=[CH:27][CH:26]=2)=[CH:17][CH:16]=1. (9) Given the reactants [BH4-].[Na+].[O:3]=[C:4]([C:20]1[CH:25]=[CH:24][CH:23]=[CH:22][CH:21]=1)[CH:5]([CH2:9][C:10]1[CH:15]=[CH:14][C:13]([C:16]([F:19])([F:18])[F:17])=[CH:12][CH:11]=1)[C:6]([OH:8])=[O:7].Cl.[CH2:27](OCC)[CH3:28], predict the reaction product. The product is: [OH:3][CH:4]([C:20]1[CH:25]=[CH:24][CH:23]=[CH:22][CH:21]=1)[CH:5]([CH2:9][C:10]1[CH:15]=[CH:14][C:13]([C:16]([F:17])([F:18])[F:19])=[CH:12][CH:11]=1)[C:6]([O:8][CH2:27][CH3:28])=[O:7]. (10) Given the reactants [F:1][C:2]1[CH:16]=[CH:15][CH:14]=[CH:13][C:3]=1[O:4][C:5]1[CH:12]=[CH:11][C:8]([CH:9]=[O:10])=[CH:7][CH:6]=1.CC(=CC)C.P([O-])(O)(O)=[O:23].[K+].Cl([O-])=O.[Na+], predict the reaction product. The product is: [F:1][C:2]1[CH:16]=[CH:15][CH:14]=[CH:13][C:3]=1[O:4][C:5]1[CH:12]=[CH:11][C:8]([C:9]([OH:23])=[O:10])=[CH:7][CH:6]=1.